The task is: Regression/Classification. Given a drug SMILES string, predict its absorption, distribution, metabolism, or excretion properties. Task type varies by dataset: regression for continuous measurements (e.g., permeability, clearance, half-life) or binary classification for categorical outcomes (e.g., BBB penetration, CYP inhibition). Dataset: cyp2c19_veith.. This data is from CYP2C19 inhibition data for predicting drug metabolism from PubChem BioAssay. (1) The drug is CCC(C)C(=O)Nc1nc(-c2ccc3c(c2)NC(=O)CO3)cs1. The result is 1 (inhibitor). (2) The compound is COC(=O)[C@@]1(Cc2ccccc2)[C@H]2c3cc(C(=O)N(C)C)n(Cc4ccccc4)c3C[C@H]2CN1C(=O)c1ccccc1. The result is 1 (inhibitor). (3) The drug is CN1CCN(c2ncc3nc(-c4cccc(C#N)c4)c(=O)n(CCc4ccccc4)c3n2)CC1. The result is 0 (non-inhibitor). (4) The compound is COC(=O)N1CCC2(CC1)CCN(C(c1ccccc1)c1ccccc1)CC2. The result is 0 (non-inhibitor). (5) The drug is CO[C@@H]1/C=C\CC(=O)N2CCC[C@@H]2C(=O)OC[C@@H](C)C(=O)OC[C@H]1C. The result is 0 (non-inhibitor).